Predict the reactants needed to synthesize the given product. From a dataset of Full USPTO retrosynthesis dataset with 1.9M reactions from patents (1976-2016). (1) Given the product [C:28]([O:27][C:25]([N:32]1[CH2:36][CH2:35][CH:34]([O:23][C:22]([C:7]2[CH:6]=[C:5]3[C:10]([S:11](=[O:21])(=[O:20])[NH:12][C:13]4[C:4]3=[CH:3][C:2]([Cl:1])=[C:19]3[C:14]=4[N:15]=[CH:16][CH:17]=[CH:18]3)=[CH:9][CH:8]=2)=[O:24])[CH2:33]1)=[O:26])([CH3:31])([CH3:29])[CH3:30], predict the reactants needed to synthesize it. The reactants are: [Cl:1][C:2]1[CH:3]=[C:4]2[C:13](=[C:14]3[C:19]=1[CH:18]=[CH:17][CH:16]=[N:15]3)[NH:12][S:11](=[O:21])(=[O:20])[C:10]1[C:5]2=[CH:6][C:7]([C:22]([OH:24])=[O:23])=[CH:8][CH:9]=1.[C:25]([N:32]1[CH2:36][CH2:35][CH:34](O)[CH2:33]1)([O:27][C:28]([CH3:31])([CH3:30])[CH3:29])=[O:26].CCN=C=NCCCN(C)C.Cl.C1C=CC2N(O)N=NC=2C=1. (2) Given the product [C:14]([C:11]1[N:12]([CH3:13])[C:8]([C:5]2[CH:6]=[CH:7][C:2]([NH:1][C:28]([C:24]3[O:23][CH:27]=[CH:26][CH:25]=3)=[O:29])=[CH:3][CH:4]=2)=[CH:9][CH:10]=1)#[N:15], predict the reactants needed to synthesize it. The reactants are: [NH2:1][C:2]1[CH:7]=[CH:6][C:5]([C:8]2[N:12]([CH3:13])[C:11]([C:14]#[N:15])=[CH:10][CH:9]=2)=[CH:4][CH:3]=1.C(N(CC)CC)C.[O:23]1[CH:27]=[CH:26][CH:25]=[C:24]1[C:28](Cl)=[O:29]. (3) The reactants are: [CH3:1][CH:2]([CH2:8][CH:9]=[CH2:10])[C:3]([O:5][CH2:6][CH3:7])=[O:4].B.C1COCC1.C([O-])(=O)C.[Na+].[I:22]Cl. Given the product [I:22][CH2:10][CH2:9][CH2:8][CH:2]([CH3:1])[C:3]([O:5][CH2:6][CH3:7])=[O:4], predict the reactants needed to synthesize it. (4) Given the product [CH2:24]([C:10]1[N:9]=[C:8]([C:4]2[CH:3]=[C:2]([C:30]3[CH:29]=[N:28][C:27]([NH2:26])=[N:32][CH:31]=3)[CH:7]=[CH:6][CH:5]=2)[CH:13]=[C:12]([C:14]2[CH:19]=[CH:18][C:17]([C:20]([F:23])([F:22])[F:21])=[CH:16][CH:15]=2)[CH:11]=1)[CH3:25], predict the reactants needed to synthesize it. The reactants are: Br[C:2]1[CH:3]=[C:4]([C:8]2[CH:13]=[C:12]([C:14]3[CH:19]=[CH:18][C:17]([C:20]([F:23])([F:22])[F:21])=[CH:16][CH:15]=3)[CH:11]=[C:10]([CH2:24][CH3:25])[N:9]=2)[CH:5]=[CH:6][CH:7]=1.[NH2:26][C:27]1[N:32]=[CH:31][C:30](B2OC(C)(C)C(C)(C)O2)=[CH:29][N:28]=1. (5) Given the product [Cl:20][C:21]1[CH:26]=[C:25]2[C:24](=[CH:23][CH:22]=1)[C:27]1([CH2:31][CH2:30][O:29][CH2:28]1)[C:32](=[O:33])[C:34]([C:35]([O:37][CH2:38][CH3:39])=[O:36])=[C:40]2[OH:41], predict the reactants needed to synthesize it. The reactants are: OS(O)(=O)=O.O=P12OP3(OP(OP(O3)(O1)=O)(=O)O2)=O.[Cl:20][C:21]1[CH:26]=[CH:25][C:24]([C:27]2([C:32]([CH:34]([C:40](OCC)=[O:41])[C:35]([O:37][CH2:38][CH3:39])=[O:36])=[O:33])[CH2:31][CH2:30][O:29][CH2:28]2)=[CH:23][CH:22]=1.